This data is from Catalyst prediction with 721,799 reactions and 888 catalyst types from USPTO. The task is: Predict which catalyst facilitates the given reaction. (1) Reactant: [Si]([O:8][C@H:9]([CH3:37])[C@H:10]([C:22]1[O:26][C:25]([C:27]2[CH:32]=[CH:31][C:30]([NH:33][C:34](=[O:36])[CH3:35])=[CH:29][CH:28]=2)=[N:24][N:23]=1)[NH:11][C:12]1[CH:17]=[CH:16][C:15]([C:18]#[N:19])=[C:14]([Cl:20])[C:13]=1[CH3:21])(C(C)(C)C)(C)C.CCCC[N+](CCCC)(CCCC)CCCC.[F-]. Product: [Cl:20][C:14]1[C:13]([CH3:21])=[C:12]([NH:11][C@@H:10]([C:22]2[O:26][C:25]([C:27]3[CH:28]=[CH:29][C:30]([NH:33][C:34](=[O:36])[CH3:35])=[CH:31][CH:32]=3)=[N:24][N:23]=2)[C@H:9]([OH:8])[CH3:37])[CH:17]=[CH:16][C:15]=1[C:18]#[N:19]. The catalyst class is: 1. (2) Reactant: C[N:2]1[CH2:7][CH2:6]OCC1.Cl.[CH3:9][N:10]([CH3:28])[C:11]1([C:21]2[CH:26]=[CH:25][C:24]([F:27])=[CH:23][CH:22]=2)[CH2:16][CH2:15][C:14](=[CH:17][C:18](O)=[O:19])[CH2:13][CH2:12]1.[CH:38]1(N=C=N[CH:38]2[CH2:43][CH2:42][CH2:41][CH2:40][CH2:39]2)[CH2:43][CH2:42][CH2:41][CH2:40][CH2:39]1.[OH-].[Na+].[CH3:46]N(C)C=O. Product: [CH3:28][N:10]([CH3:9])[C:11]1([C:21]2[CH:26]=[CH:25][C:24]([F:27])=[CH:23][CH:22]=2)[CH2:12][CH2:13][C:14](=[CH:17][C:18]([NH:2][CH2:7][CH2:6][CH2:46][C:38]2[CH:39]=[CH:40][CH:41]=[CH:42][CH:43]=2)=[O:19])[CH2:15][CH2:16]1. The catalyst class is: 6.